From a dataset of Catalyst prediction with 721,799 reactions and 888 catalyst types from USPTO. Predict which catalyst facilitates the given reaction. Reactant: [CH2:1]([O:8][C:9]1[C:10]([F:27])=[CH:11][C:12]([NH:20][CH:21]2[CH2:26][CH2:25][O:24][CH2:23][CH2:22]2)=[C:13]([CH:19]=1)[C:14]([O:16]CC)=[O:15])[C:2]1[CH:7]=[CH:6][CH:5]=[CH:4][CH:3]=1.[OH-].[K+]. Product: [CH2:1]([O:8][C:9]1[C:10]([F:27])=[CH:11][C:12]([NH:20][CH:21]2[CH2:26][CH2:25][O:24][CH2:23][CH2:22]2)=[C:13]([CH:19]=1)[C:14]([OH:16])=[O:15])[C:2]1[CH:3]=[CH:4][CH:5]=[CH:6][CH:7]=1. The catalyst class is: 252.